Predict the reactants needed to synthesize the given product. From a dataset of Full USPTO retrosynthesis dataset with 1.9M reactions from patents (1976-2016). (1) Given the product [C:21]([C:25]1[CH:26]=[C:27]([CH:31]=[CH:32][CH:33]=1)[C:28]([NH:1][C:2]1[CH:20]=[CH:19][CH:18]=[C:4]([O:5][C:6]2[C:15]3[N:14]=[C:13]([CH3:16])[C:12](=[O:17])[NH:11][C:10]=3[N:9]=[CH:8][CH:7]=2)[CH:3]=1)=[O:29])([CH3:24])([CH3:22])[CH3:23], predict the reactants needed to synthesize it. The reactants are: [NH2:1][C:2]1[CH:3]=[C:4]([CH:18]=[CH:19][CH:20]=1)[O:5][C:6]1[C:15]2[N:14]=[C:13]([CH3:16])[C:12](=[O:17])[NH:11][C:10]=2[N:9]=[CH:8][CH:7]=1.[C:21]([C:25]1[CH:26]=[C:27]([CH:31]=[CH:32][CH:33]=1)[C:28](Cl)=[O:29])([CH3:24])([CH3:23])[CH3:22]. (2) Given the product [CH3:1][C@@H:2]([NH:6][CH2:7][C:8]1[S:12][C:11]([C:17]2[CH:18]=[C:19]3[C:23](=[C:24]([C:26]([NH2:28])=[O:27])[CH:25]=2)[NH:22][CH:21]=[C:20]3[CH:29]2[CH2:30][CH2:31][N:32]([S:35]([CH2:38][CH3:39])(=[O:36])=[O:37])[CH2:33][CH2:34]2)=[CH:10][CH:9]=1)[CH:3]([CH3:5])[CH3:4], predict the reactants needed to synthesize it. The reactants are: [CH3:1][C@@H:2]([NH:6][CH2:7][C:8]1[S:12][C:11](B(O)O)=[CH:10][CH:9]=1)[CH:3]([CH3:5])[CH3:4].Br[C:17]1[CH:18]=[C:19]2[C:23](=[C:24]([C:26]([NH2:28])=[O:27])[CH:25]=1)[NH:22][CH:21]=[C:20]2[CH:29]1[CH2:34][CH2:33][N:32]([S:35]([CH2:38][CH3:39])(=[O:37])=[O:36])[CH2:31][CH2:30]1.C([O-])([O-])=O.[K+].[K+].